This data is from Reaction yield outcomes from USPTO patents with 853,638 reactions. The task is: Predict the reaction yield, written as a fraction of the theoretical maximum amount of product (1.0 means a 100% yield; for example, 0.34 means a 34% yield). (1) The reactants are [F:1][C:2]1[CH:7]=[CH:6][C:5]([C:8]2[C:12]3[CH:13]=[N:14][C:15]([NH:17][C:18]([NH:20][C@@H:21]([C:23]4[CH:28]=[CH:27][CH:26]=[CH:25][CH:24]=4)[CH3:22])=[O:19])=[CH:16][C:11]=3[N:10](C(C3C=CC=CC=3)(C3C=CC=CC=3)C3C=CC=CC=3)[N:9]=2)=[CH:4][CH:3]=1.C(O)(C(F)(F)F)=O.C([SiH](CC)CC)C. The catalyst is C(Cl)Cl. The product is [F:1][C:2]1[CH:3]=[CH:4][C:5]([C:8]2[C:12]3[CH:13]=[N:14][C:15]([NH:17][C:18]([NH:20][C@@H:21]([C:23]4[CH:24]=[CH:25][CH:26]=[CH:27][CH:28]=4)[CH3:22])=[O:19])=[CH:16][C:11]=3[NH:10][N:9]=2)=[CH:6][CH:7]=1. The yield is 0.830. (2) The reactants are [ClH:1].O1CCOCC1.[OH:8][C@H:9]1[C:13]2[N:14]=[CH:15][N:16]=[C:17]([N:18]3[CH2:23][CH2:22][N:21](C(OC(C)(C)C)=O)[CH2:20][CH2:19]3)[C:12]=2[C@H:11]([CH3:31])[CH2:10]1. The catalyst is O1CCOCC1. The product is [ClH:1].[ClH:1].[CH3:31][C@H:11]1[C:12]2[C:17]([N:18]3[CH2:19][CH2:20][NH:21][CH2:22][CH2:23]3)=[N:16][CH:15]=[N:14][C:13]=2[C@H:9]([OH:8])[CH2:10]1. The yield is 0.798.